This data is from Full USPTO retrosynthesis dataset with 1.9M reactions from patents (1976-2016). The task is: Predict the reactants needed to synthesize the given product. (1) Given the product [CH2:14]([N:3]([CH2:1][CH3:2])[CH2:4][CH2:5][O:6][C:7]1[CH:8]=[CH:9][C:10]([NH:13][C:25](=[O:26])[O:24][CH3:23])=[CH:11][CH:12]=1)[CH3:15], predict the reactants needed to synthesize it. The reactants are: [CH2:1]([N:3]([CH2:14][CH3:15])[CH2:4][CH2:5][O:6][C:7]1[CH:12]=[CH:11][C:10]([NH2:13])=[CH:9][CH:8]=1)[CH3:2].C(N(CC)CC)C.[CH3:23][O:24][C:25](O[C:25]([O:24][CH3:23])=[O:26])=[O:26]. (2) Given the product [S:4]1[C:8]2[CH:9]=[C:10]([NH:13][C:14]3[C:15]4[CH:22]=[C:21]([C:23]5[CH2:24][CH2:25][N:26]([C:46]([NH:45][C:42]6[CH:43]=[CH:44][C:39]([F:38])=[CH:40][CH:41]=6)=[O:47])[CH2:27][CH:28]=5)[NH:20][C:16]=4[N:17]=[CH:18][N:19]=3)[CH:11]=[CH:12][C:7]=2[N:6]=[CH:5]1, predict the reactants needed to synthesize it. The reactants are: Cl.Cl.Cl.[S:4]1[C:8]2[CH:9]=[C:10]([NH:13][C:14]3[C:15]4[CH:22]=[C:21]([C:23]5[CH2:24][CH2:25][NH:26][CH2:27][CH:28]=5)[NH:20][C:16]=4[N:17]=[CH:18][N:19]=3)[CH:11]=[CH:12][C:7]=2[N:6]=[CH:5]1.C(N(CC)C(C)C)(C)C.[F:38][C:39]1[CH:44]=[CH:43][C:42]([N:45]=[C:46]=[O:47])=[CH:41][CH:40]=1. (3) Given the product [C:22]1([S:19]([N:16]2[CH2:17][CH2:18][CH:13]([CH2:12][C:9]3[CH:8]=[CH:7][C:6]([NH2:5])=[CH:11][CH:10]=3)[CH2:14][CH2:15]2)(=[O:20])=[O:21])[CH:27]=[CH:26][CH:25]=[CH:24][CH:23]=1, predict the reactants needed to synthesize it. The reactants are: FC(F)(F)C([NH:5][C:6]1[CH:11]=[CH:10][C:9]([CH2:12][CH:13]2[CH2:18][CH2:17][N:16]([S:19]([C:22]3[CH:27]=[CH:26][CH:25]=[CH:24][CH:23]=3)(=[O:21])=[O:20])[CH2:15][CH2:14]2)=[CH:8][CH:7]=1)=O.[OH-].[Li+]. (4) Given the product [F:12][C:11]([F:14])([F:13])[C:9]1[CH:8]=[CH:7][N:6]2[C:2]([C:27]3[CH:26]=[C:25]([C:29]4[C:30]([C:35]#[N:36])=[CH:31][CH:32]=[CH:33][CH:34]=4)[CH:24]=[CH:23][CH:28]=3)=[CH:3][N:4]=[C:5]2[N:10]=1, predict the reactants needed to synthesize it. The reactants are: Br[C:2]1[N:6]2[CH:7]=[CH:8][C:9]([C:11]([F:14])([F:13])[F:12])=[N:10][C:5]2=[N:4][CH:3]=1.CC1(C)C(C)(C)OB([C:23]2[CH:24]=[C:25]([C:29]3[C:30]([C:35]#[N:36])=[CH:31][CH:32]=[CH:33][CH:34]=3)[CH:26]=[CH:27][CH:28]=2)O1.